This data is from Forward reaction prediction with 1.9M reactions from USPTO patents (1976-2016). The task is: Predict the product of the given reaction. (1) Given the reactants [CH3:1][N:2]1[CH2:7][CH2:6][O:5][CH:4]([CH2:8][OH:9])[CH2:3]1.CCN(C(C)C)C(C)C.[Cl:19][C:20](OC1C=CC([N+]([O-])=O)=CC=1)=[O:21].[F:32][C:33]1[CH:45]=[CH:44][C:36]([CH2:37][N:38]2[CH2:43][CH2:42][NH:41][CH2:40][CH2:39]2)=[CH:35][CH:34]=1.[ClH:46].CCOCC, predict the reaction product. The product is: [ClH:19].[ClH:46].[F:32][C:33]1[CH:45]=[CH:44][C:36]([CH2:37][N:38]2[CH2:43][CH2:42][N:41]([C:20]([O:9][CH2:8][CH:4]3[O:5][CH2:6][CH2:7][N:2]([CH3:1])[CH2:3]3)=[O:21])[CH2:40][CH2:39]2)=[CH:35][CH:34]=1. (2) Given the reactants Br[C:2]1[CH:3]=[CH:4][CH:5]=[C:6]2[C:29]=1[C:9]1([CH2:14][CH2:13][N:12]([C:15](=[O:28])/[CH:16]=[CH:17]/[C:18]3[CH:23]=[CH:22][CH:21]=[CH:20][C:19]=3[C:24]([F:27])([F:26])[F:25])[CH2:11][CH2:10]1)[CH2:8][CH:7]2[CH2:30][C:31]([OH:33])=O.[CH3:34][NH:35][CH2:36][CH2:37][NH:38][CH3:39].C1C=CC2N(O)N=NC=2C=1.CCN(C(C)C)C(C)C.CCN=C=NCCCN(C)C.[ClH:70], predict the reaction product. The product is: [Cl:70][C:2]1[CH:3]=[CH:4][CH:5]=[C:6]2[C:29]=1[C:9]1([CH2:14][CH2:13][N:12]([C:15](=[O:28])/[CH:16]=[CH:17]/[C:18]3[CH:23]=[CH:22][CH:21]=[CH:20][C:19]=3[C:24]([F:27])([F:26])[F:25])[CH2:11][CH2:10]1)[CH2:8][CH:7]2[CH2:30][C:31]([N:35]([CH3:34])[CH2:36][CH2:37][NH:38][CH3:39])=[O:33]. (3) Given the reactants [CH3:1][C:2]1[CH:7]=[CH:6][CH:5]=[CH:4][C:3]=1[C:8]1[NH:12][CH:11]=[C:10]([CH:13]=[O:14])[CH:9]=1.[H-].[Na+].C1OCCOCCOCCOCCOC1.Cl.[N:33]1[CH:38]=[CH:37][CH:36]=[C:35]([S:39](Cl)(=[O:41])=[O:40])[CH:34]=1, predict the reaction product. The product is: [CH3:1][C:2]1[CH:7]=[CH:6][CH:5]=[CH:4][C:3]=1[C:8]1[N:12]([S:39]([C:35]2[CH:34]=[N:33][CH:38]=[CH:37][CH:36]=2)(=[O:41])=[O:40])[CH:11]=[C:10]([CH:13]=[O:14])[CH:9]=1. (4) Given the reactants C([NH:4][C:5]1[N:10]=[C:9]([C:11]([OH:13])=[O:12])[CH:8]=[CH:7][CH:6]=1)(=O)C.Cl, predict the reaction product. The product is: [NH2:4][C:5]1[N:10]=[C:9]([C:11]([OH:13])=[O:12])[CH:8]=[CH:7][CH:6]=1.